From a dataset of Full USPTO retrosynthesis dataset with 1.9M reactions from patents (1976-2016). Predict the reactants needed to synthesize the given product. (1) Given the product [CH3:25][O:24][C:7]1[CH:6]=[CH:5][C:4]2[N:3]=[C:2]([NH:26][C:27]3[CH:32]=[CH:31][C:30]([C:33]([N:35]4[CH2:36][CH2:37][C:38]5([O:42][CH2:41][CH2:40][O:39]5)[CH2:43][CH2:44]4)=[O:34])=[CH:29][CH:28]=3)[C:11]3=[N:12][NH:13][CH:14]=[C:10]3[C:9]=2[CH:8]=1, predict the reactants needed to synthesize it. The reactants are: Cl[C:2]1[C:11]2=[N:12][N:13](CC3C=CC(OC)=CC=3)[CH:14]=[C:10]2[C:9]2[CH:8]=[C:7]([O:24][CH3:25])[CH:6]=[CH:5][C:4]=2[N:3]=1.[NH2:26][C:27]1[CH:32]=[CH:31][C:30]([C:33]([N:35]2[CH2:44][CH2:43][C:38]3([O:42][CH2:41][CH2:40][O:39]3)[CH2:37][CH2:36]2)=[O:34])=[CH:29][CH:28]=1.Cl. (2) Given the product [CH2:1]([O:3][C:4](=[O:29])[C:5]([O:8][C:9]1[CH:14]=[CH:13][C:12]([O:15][C:16]2[CH:21]=[C:20]([C:22]#[N:23])[C:19]([NH2:24])=[CH:18][C:17]=2[CH3:27])=[CH:11][C:10]=1[CH3:28])([CH3:6])[CH3:7])[CH3:2], predict the reactants needed to synthesize it. The reactants are: [CH2:1]([O:3][C:4](=[O:29])[C:5]([O:8][C:9]1[CH:14]=[CH:13][C:12]([O:15][C:16]2[CH:21]=[C:20]([C:22]#[N:23])[C:19]([N+:24]([O-])=O)=[CH:18][C:17]=2[CH3:27])=[CH:11][C:10]=1[CH3:28])([CH3:7])[CH3:6])[CH3:2]. (3) The reactants are: [OH:1][C@H:2]1[CH2:7]CO[CH2:4][C@@H:3]1[N:8]1[CH2:16][C:15]2[C:14]3[CH:17]=[CH:18][CH:19]=[CH:20][C:13]=3[C:12]([CH2:21][C:22]3[CH:23]=[N:24][C:25]([O:28][CH3:29])=[CH:26][CH:27]=3)=[CH:11][C:10]=2[C:9]1=[O:30].N[C@@H]1[C@@H](O)CC[O:34][CH2:33]1. Given the product [CH3:29][O:28][C:25]1[N:24]=[CH:23][C:22]([CH2:21][C:12]2[C:13]3[CH:20]=[CH:19][CH:18]=[CH:17][C:14]=3[C:15]3[CH2:16][N:8]([C@@H:3]4[C@@H:2]([OH:1])[CH2:7][O:34][CH2:33][CH2:4]4)[C:9](=[O:30])[C:10]=3[CH:11]=2)=[CH:27][CH:26]=1, predict the reactants needed to synthesize it. (4) Given the product [CH:1](=[N:10][C:11]1[CH:16]=[CH:15][CH:14]=[CH:13][CH:12]=1)[C:2]1[C:3](=[CH:5][CH:6]=[CH:7][CH:8]=1)[OH:4], predict the reactants needed to synthesize it. The reactants are: [CH:1](=O)[C:2]1[C:3](=[CH:5][CH:6]=[CH:7][CH:8]=1)[OH:4].[NH2:10][C:11]1[CH:16]=[CH:15][CH:14]=[CH:13][CH:12]=1.C(O)C. (5) Given the product [CH:1](=[N:13][C:9]([CH3:12])([CH3:11])[CH3:10])[C:2]1[CH:7]=[CH:6][CH:5]=[CH:4][CH:3]=1, predict the reactants needed to synthesize it. The reactants are: [CH:1](=O)[C:2]1[CH:7]=[CH:6][CH:5]=[CH:4][CH:3]=1.[C:9]([NH2:13])([CH3:12])([CH3:11])[CH3:10]. (6) Given the product [Br:1][C:2]1[CH:3]=[N:4][C:5]2[N:6]([N:8]=[C:9]([C:11]([N:23]3[CH2:22][CH2:21][C:20]4[C:25](=[CH:26][CH:27]=[C:18]([S:15]([CH3:14])(=[O:16])=[O:17])[CH:19]=4)[CH:24]3[CH3:28])=[O:13])[CH:10]=2)[CH:7]=1, predict the reactants needed to synthesize it. The reactants are: [Br:1][C:2]1[CH:3]=[N:4][C:5]2[N:6]([N:8]=[C:9]([C:11]([OH:13])=O)[CH:10]=2)[CH:7]=1.[CH3:14][S:15]([C:18]1[CH:19]=[C:20]2[C:25](=[CH:26][CH:27]=1)[CH:24]([CH3:28])[NH:23][CH2:22][CH2:21]2)(=[O:17])=[O:16].